This data is from Reaction yield outcomes from USPTO patents with 853,638 reactions. The task is: Predict the reaction yield, written as a fraction of the theoretical maximum amount of product (1.0 means a 100% yield; for example, 0.34 means a 34% yield). (1) The reactants are [C:1]([C:3]1[CH:4]=[C:5]([OH:9])[CH:6]=[CH:7][CH:8]=1)#[CH:2].Br[CH2:11][CH:12]1[CH2:14][CH2:13]1.[I-].[Na+].C([O-])([O-])=O.[Cs+].[Cs+]. The catalyst is CC(C)=O.CCOCC. The product is [CH:12]1([CH2:11][O:9][C:5]2[CH:6]=[CH:7][CH:8]=[C:3]([C:1]#[CH:2])[CH:4]=2)[CH2:14][CH2:13]1. The yield is 0.840. (2) The reactants are [H-].[Na+].O1CCCC1.[CH3:8][N:9]([CH3:15])[CH2:10][CH2:11][CH2:12][CH2:13][OH:14].[CH2:16]([Sn:20]([CH2:27][CH2:28][CH2:29][CH3:30])([CH2:23][CH2:24][CH2:25][CH3:26])[CH2:21]I)[CH2:17][CH2:18][CH3:19]. The catalyst is C(OCC)(=O)C.O.CN(C)C=O. The product is [CH3:8][N:9]([CH3:15])[CH2:10][CH2:11][CH2:12][CH2:13][O:14][CH2:21][Sn:20]([CH2:16][CH2:17][CH2:18][CH3:19])([CH2:27][CH2:28][CH2:29][CH3:30])[CH2:23][CH2:24][CH2:25][CH3:26]. The yield is 0.700. (3) The reactants are [CH:1]1([S:4]([NH:7][C:8]2[C:28]([NH:29][C:30]3[CH:35]=[CH:34][C:33]([I:36])=[CH:32][C:31]=3[F:37])=[CH:27][C:26]([F:38])=[CH:25][C:9]=2[O:10][C:11]2[CH:12]=[C:13]([NH:17]C(=O)OC(C)(C)C)[CH:14]=[CH:15][CH:16]=2)(=[O:6])=[O:5])[CH2:3][CH2:2]1.C(O)(C(F)(F)F)=O.[OH-].[Na+]. The catalyst is C(Cl)Cl. The product is [NH2:17][C:13]1[CH:12]=[C:11]([CH:16]=[CH:15][CH:14]=1)[O:10][C:9]1[CH:25]=[C:26]([F:38])[CH:27]=[C:28]([NH:29][C:30]2[CH:35]=[CH:34][C:33]([I:36])=[CH:32][C:31]=2[F:37])[C:8]=1[NH:7][S:4]([CH:1]1[CH2:2][CH2:3]1)(=[O:5])=[O:6]. The yield is 0.770. (4) The reactants are [F:1][C:2]1[CH:3]=[C:4](B(O)O)[CH:5]=[N:6][C:7]=1[O:8][CH3:9].FC(F)(F)S(O[C:19]1[CH:28]=[CH:27][CH:26]=[C:25]2[C:20]=1[CH2:21][C@H:22]([N:29]([CH2:37][C:38]1[CH:43]=[CH:42][CH:41]=[CH:40][CH:39]=1)[CH2:30][C:31]1[CH:36]=[CH:35][CH:34]=[CH:33][CH:32]=1)[CH2:23][O:24]2)(=O)=O. No catalyst specified. The product is [CH2:37]([N:29]([CH2:30][C:31]1[CH:36]=[CH:35][CH:34]=[CH:33][CH:32]=1)[C@H:22]1[CH2:21][C:20]2[C:25](=[CH:26][CH:27]=[CH:28][C:19]=2[C:4]2[CH:5]=[N:6][C:7]([O:8][CH3:9])=[C:2]([F:1])[CH:3]=2)[O:24][CH2:23]1)[C:38]1[CH:39]=[CH:40][CH:41]=[CH:42][CH:43]=1. The yield is 0.710. (5) The reactants are [N:1]1([C:7]([O:9][C:10]([CH3:13])([CH3:12])[CH3:11])=[O:8])[CH2:6][CH2:5][NH:4][CH2:3][CH2:2]1.[Br:14][C:15]1[CH:16]=[CH:17][C:18]([CH:26]=O)=[C:19]([CH:25]=1)[C:20]([N:22]([CH3:24])[CH3:23])=[O:21].C(N(CC)CC)C.C(O[BH-](OC(=O)C)OC(=O)C)(=O)C.[Na+]. The catalyst is O.ClCCl. The product is [Br:14][C:15]1[CH:16]=[CH:17][C:18]([CH2:26][N:4]2[CH2:5][CH2:6][N:1]([C:7]([O:9][C:10]([CH3:13])([CH3:12])[CH3:11])=[O:8])[CH2:2][CH2:3]2)=[C:19]([C:20](=[O:21])[N:22]([CH3:24])[CH3:23])[CH:25]=1. The yield is 0.870. (6) The reactants are [OH:1][CH:2]([C:15]1[NH:16][C:17]2[C:22]([CH:23]=1)=[CH:21][CH:20]=[CH:19][N:18]=2)[CH2:3][N:4]1[C:8](=[O:9])[C:7]2=[CH:10][CH:11]=[CH:12][CH:13]=[C:6]2[C:5]1=[O:14].Cl.[O:25]1[CH:30]=[CH:29][CH2:28][CH2:27][CH2:26]1. The catalyst is C(Cl)(Cl)Cl.C1C=CC=CC=1. The product is [C:5]1(=[O:14])[N:4]([CH2:3][CH:2]([C:15]2[NH:16][C:17]3[C:22]([CH:23]=2)=[CH:21][CH:20]=[CH:19][N:18]=3)[O:1][CH:26]2[CH2:27][CH2:28][CH2:29][CH2:30][O:25]2)[C:8](=[O:9])[C:7]2=[CH:10][CH:11]=[CH:12][CH:13]=[C:6]12. The yield is 0.870. (7) The reactants are [NH:1]1[CH2:5][CH2:4][CH2:3][C@H:2]1[CH2:6][OH:7].C(N(CC)CC)C.[C:15](O[C:15]([O:16][C:17]([CH3:20])([CH3:19])[CH3:18])=[O:21])(=[O:21])[O:16][C:17]([CH3:20])([CH3:19])[CH3:18]. The catalyst is ClCCl. The product is [OH:7][CH2:6][C@@H:2]1[CH2:3][CH2:4][CH2:5][N:1]1[C:15]([O:16][C:17]([CH3:20])([CH3:19])[CH3:18])=[O:21]. The yield is 0.999. (8) The reactants are [Cl:1][C:2]1[N:7]=[CH:6][C:5]2[C:8]([CH:30]=[CH2:31])=[N:9][N:10]([C:11]([C:24]3[CH:29]=[CH:28][CH:27]=[CH:26][CH:25]=3)([C:18]3[CH:23]=[CH:22][CH:21]=[CH:20][CH:19]=3)[C:12]3[CH:17]=[CH:16][CH:15]=[CH:14][CH:13]=3)[C:4]=2[CH:3]=1.[N+](=[CH:34][C:35]([O:37][CH2:38][CH3:39])=[O:36])=[N-]. The catalyst is C1(C)C=CC=CC=1.C(=O)([O-])O.[Na+].ClCCl. The product is [Cl:1][C:2]1[N:7]=[CH:6][C:5]2[C:8]([C@@H:30]3[CH2:31][C@H:34]3[C:35]([O:37][CH2:38][CH3:39])=[O:36])=[N:9][N:10]([C:11]([C:12]3[CH:13]=[CH:14][CH:15]=[CH:16][CH:17]=3)([C:18]3[CH:19]=[CH:20][CH:21]=[CH:22][CH:23]=3)[C:24]3[CH:29]=[CH:28][CH:27]=[CH:26][CH:25]=3)[C:4]=2[CH:3]=1.[Cl:1][C:2]1[N:7]=[CH:6][C:5]2[C:8]([C@H:30]3[CH2:31][C@H:34]3[C:35]([O:37][CH2:38][CH3:39])=[O:36])=[N:9][N:10]([C:11]([C:12]3[CH:13]=[CH:14][CH:15]=[CH:16][CH:17]=3)([C:18]3[CH:19]=[CH:20][CH:21]=[CH:22][CH:23]=3)[C:24]3[CH:29]=[CH:28][CH:27]=[CH:26][CH:25]=3)[C:4]=2[CH:3]=1. The yield is 0.640. (9) The reactants are Cl[C:2]1[N:7]=[N:6][C:5]([O:8][CH2:9][C:10]([N:12]([CH:14]2[CH2:19][CH2:18][N:17]([C:20]([CH:22]3[CH2:24][CH2:23]3)=[O:21])[CH2:16][CH2:15]2)[CH3:13])=[O:11])=[CH:4][CH:3]=1.[CH3:25][NH:26][CH3:27].O1CCCC1.[I-].[K+].C(N(CC)CC)C. The catalyst is C(O)CCC. The product is [CH:22]1([C:20]([N:17]2[CH2:18][CH2:19][CH:14]([N:12]([CH3:13])[C:10](=[O:11])[CH2:9][O:8][C:5]3[N:6]=[N:7][C:2]([N:26]([CH3:27])[CH3:25])=[CH:3][CH:4]=3)[CH2:15][CH2:16]2)=[O:21])[CH2:24][CH2:23]1. The yield is 0.190.